This data is from Peptide-MHC class I binding affinity with 185,985 pairs from IEDB/IMGT. The task is: Regression. Given a peptide amino acid sequence and an MHC pseudo amino acid sequence, predict their binding affinity value. This is MHC class I binding data. (1) The peptide sequence is LLVLQAGFFL. The MHC is HLA-A02:03 with pseudo-sequence HLA-A02:03. The binding affinity (normalized) is 0.345. (2) The peptide sequence is LAFVVFLLV. The MHC is HLA-A02:06 with pseudo-sequence HLA-A02:06. The binding affinity (normalized) is 0.489. (3) The peptide sequence is VIYQYMDDL. The MHC is HLA-A02:01 with pseudo-sequence HLA-A02:01. The binding affinity (normalized) is 0.197. (4) The peptide sequence is KQIGGTLFE. The MHC is HLA-B08:01 with pseudo-sequence HLA-B08:01. The binding affinity (normalized) is 0.213. (5) The peptide sequence is PEGPLGQLL. The MHC is HLA-A30:01 with pseudo-sequence HLA-A30:01. The binding affinity (normalized) is 0.213. (6) The peptide sequence is LEIICFHEY. The MHC is HLA-A32:01 with pseudo-sequence HLA-A32:01. The binding affinity (normalized) is 0.331. (7) The peptide sequence is MSYSMCTGKF. The MHC is HLA-B35:01 with pseudo-sequence HLA-B35:01. The binding affinity (normalized) is 0.143. (8) The peptide sequence is NRRFVNVVP. The MHC is HLA-B27:05 with pseudo-sequence HLA-B27:05. The binding affinity (normalized) is 0.0847.